Dataset: Full USPTO retrosynthesis dataset with 1.9M reactions from patents (1976-2016). Task: Predict the reactants needed to synthesize the given product. Given the product [F:20][C:21]1([F:27])[CH2:26][CH2:25][CH2:24][N:23]([CH:15]2[CH2:16][CH2:17][N:12]([C:5]3[CH:6]=[CH:7][C:8]([N+:9]([O-:11])=[O:10])=[C:3]([O:2][CH3:1])[CH:4]=3)[CH2:13][CH2:14]2)[CH2:22]1, predict the reactants needed to synthesize it. The reactants are: [CH3:1][O:2][C:3]1[CH:4]=[C:5]([N:12]2[CH2:17][CH2:16][C:15](=O)[CH2:14][CH2:13]2)[CH:6]=[CH:7][C:8]=1[N+:9]([O-:11])=[O:10].Cl.[F:20][C:21]1([F:27])[CH2:26][CH2:25][CH2:24][NH:23][CH2:22]1.C(O)(=O)C.C(N(CC)CC)C.C(O[BH-](OC(=O)C)OC(=O)C)(=O)C.[Na+].